From a dataset of Peptide-MHC class I binding affinity with 185,985 pairs from IEDB/IMGT. Regression. Given a peptide amino acid sequence and an MHC pseudo amino acid sequence, predict their binding affinity value. This is MHC class I binding data. The peptide sequence is DTDISQLHH. The MHC is HLA-A01:01 with pseudo-sequence HLA-A01:01. The binding affinity (normalized) is 0.457.